Dataset: Forward reaction prediction with 1.9M reactions from USPTO patents (1976-2016). Task: Predict the product of the given reaction. (1) Given the reactants F[P-](F)(F)(F)(F)F.N1(O[P+](N(C)C)(N(C)C)N(C)C)C2C=CC=CC=2N=N1.N12CCCN=C1CCCCC2.O[C:40]1[CH:45]=[CH:44][N:43]=[C:42]([C:46]2[N:50]3[CH:51]=[C:52]([C:55]#[N:56])[CH:53]=[CH:54][C:49]3=[N:48][CH:47]=2)[N:41]=1.[NH2:57][C@@H:58]1[CH2:63][CH2:62][CH2:61][N:60]([C:64]([O:66][C:67]([CH3:70])([CH3:69])[CH3:68])=[O:65])[CH2:59]1, predict the reaction product. The product is: [C:67]([O:66][C:64]([N:60]1[CH2:61][CH2:62][CH2:63][C@@H:58]([NH:57][C:40]2[CH:45]=[CH:44][N:43]=[C:42]([C:46]3[N:50]4[CH:51]=[C:52]([C:55]#[N:56])[CH:53]=[CH:54][C:49]4=[N:48][CH:47]=3)[N:41]=2)[CH2:59]1)=[O:65])([CH3:70])([CH3:68])[CH3:69]. (2) The product is: [Cl:21][C:16]1[C:4]2[CH:3]=[C:2]([Cl:1])[CH:19]=[CH:18][C:5]=2[C:6]2[C:10]([CH3:11])=[N:9][O:8][C:7]=2[C:12]2([N:15]=1)[CH2:14][CH2:13]2. Given the reactants [Cl:1][C:2]1[CH:19]=[CH:18][C:5]2[C:6]3[C:10]([CH3:11])=[N:9][O:8][C:7]=3[C:12]3([NH:15][C:16](=O)[C:4]=2[CH:3]=1)[CH2:14][CH2:13]3.C(Cl)[Cl:21].P(Cl)(Cl)(Cl)(Cl)Cl, predict the reaction product. (3) The product is: [NH2:29][C:30]1[CH:31]=[C:32]([NH:33][C:2]2([C:26]#[N:27])[CH2:7][CH2:6][N:5]([C:8]3[CH:13]=[CH:12][C:11]([N:14]4[CH2:18][C@H:17]([CH2:19][NH:20][C:21](=[O:23])[CH3:22])[O:16][C:15]4=[O:24])=[CH:10][C:9]=3[F:25])[CH2:4][CH2:3]2)[CH:34]=[CH:35][CH:36]=1. Given the reactants O=[C:2]1[CH2:7][CH2:6][N:5]([C:8]2[CH:13]=[CH:12][C:11]([N:14]3[CH2:18][C@H:17]([CH2:19][NH:20][C:21](=[O:23])[CH3:22])[O:16][C:15]3=[O:24])=[CH:10][C:9]=2[F:25])[CH2:4][CH2:3]1.[C-:26]#[N:27].[Na+].[NH2:29][C:30]1[CH:31]=[C:32]([CH:34]=[CH:35][CH:36]=1)[NH2:33], predict the reaction product.